This data is from Antibody paratope prediction from SAbDab with 1,023 antibody chains. The task is: Token-level Classification. Given an antibody amino acid sequence, predict which amino acid positions are active in antigen binding. Output is a list of indices for active paratope positions. (1) Given the antibody sequence: DVVMTQTPLSLPVSLGDQASISCRSSQSLVHSNGNTYLHWYLQKPGQSPNLLIYKVSNRFSGVPDRFSGSGSGTDFTLKISRVEAEDLGVYFCSQSTHVPFTFGSGTKLEIK, which amino acid positions are active in antigen binding (paratope)? The paratope positions are: [30, 31, 32, 33, 34]. (2) Given the antibody sequence: QVLTQTPSSVSTAVGSAVTINCQSSQNVYSNNNLAWFQQKPGQPPRLLIYDASKLASGVPSRFKGSGSGTQFTFTISDVQCDDAATFYCLGGYDCSSGDCAAFGGGTEVVVR, which amino acid positions are active in antigen binding (paratope)? The paratope positions are: [29, 30, 96, 97, 98, 99]. (3) Given the antibody sequence: QVRLSQSGGQMKKPGDSMRISCRASGYEFINCPINWIRLAPGKRPEWMGWMKPRYGAVSYARQLQGRVTMTRDMYSETAFLELRSLTSDDTAVYFCTRGKYCTARDYYNWDFEHWGQGTPVTVSS, which amino acid positions are active in antigen binding (paratope)? The paratope positions are: [52, 83, 84, 85, 104, 105, 106, 107, 108, 109, 110, 111]. (4) Given the antibody sequence: VKLQESGPGILKPSQTLSLTCSFSGFSLTTYGMGVGWIRQSSGKGLEWLAHIWWDDDKYYNPSLKSRLTISKDTSRNQVFLKITSVATADTATYYCARRAPFYGNHAMDYWGQGTTVTVSS, which amino acid positions are active in antigen binding (paratope)? The paratope positions are: [30, 31, 53, 83, 84, 85, 104, 105, 106, 107]. (5) Given the antibody sequence: IVLTQSPVSLAVSLGQRATISCRASESVDSYGDSFMHWYQQKPGQPPKLLIYLASNLESGVPARFSGSGSRTDFTLTIDPVEADDAATYYCQQNNEDPWTFGGGTKLEIK, which amino acid positions are active in antigen binding (paratope)? The paratope positions are: [29, 30, 31, 32]. (6) Given the antibody sequence: EVKLVESGGGLVKPGASLKLSCAASGFTFSNYGMSWVRQNSDKRLEWVASIRSGGGRTYYSDNVKGRFTISRENAKNTLYLQMSSLKSEDTALYYCVRYDHYSGSSDYWGQGTTVTVSS, which amino acid positions are active in antigen binding (paratope)? The paratope positions are: [52, 83, 84, 85, 104, 105]. (7) Given the antibody sequence: DIVLTQSPASLAVSLGQRATISCKASQSVDYDGDSYMNWYQQKPGQPPKLLIYGASNLESGIPARFSGSGSGTDFTLNIHPVEEEDAATYYCQQSNEDPYTFGGGTKLEIK, which amino acid positions are active in antigen binding (paratope)? The paratope positions are: [30, 31, 32, 33]. (8) Given the antibody sequence: SELTQDPAVSVALKQTVTITCRGDSLRSHYASWYQKKPGQAPVLLFYGKNNRPSGIPDRFSGSASGNRASLTITGAQAEDEADYYCSSRDKSGSRLSVFGGGTKLTVL, which amino acid positions are active in antigen binding (paratope)? The paratope positions are: [93, 94, 95].